From a dataset of Reaction yield outcomes from USPTO patents with 853,638 reactions. Predict the reaction yield, written as a fraction of the theoretical maximum amount of product (1.0 means a 100% yield; for example, 0.34 means a 34% yield). (1) The reactants are C(O[C:6]([N:8]1[CH2:13][CH2:12][C:11](=[C:14]([Br:21])[C:15]2[CH:20]=[CH:19][CH:18]=[CH:17][CH:16]=2)[CH2:10][CH2:9]1)=[O:7])(C)(C)C.[CH3:22][O:23][C:24]1[CH:32]=[N:31][C:30]([O:33][CH3:34])=[C:29]2[C:25]=1[C:26]([C:35](=[O:39])C(O)=O)=[CH:27][NH:28]2.CCN(C(C)C)C(C)C.C1N(P(Cl)(N2C(=O)OCC2)=O)C(=O)OC1. The catalyst is Cl.O1CCOCC1. The product is [Br:21][C:14](=[C:11]1[CH2:10][CH2:9][N:8]([C:6](=[O:7])[C:35]([C:26]2[C:25]3[C:29](=[C:30]([O:33][CH3:34])[N:31]=[CH:32][C:24]=3[O:23][CH3:22])[NH:28][CH:27]=2)=[O:39])[CH2:13][CH2:12]1)[C:15]1[CH:16]=[CH:17][CH:18]=[CH:19][CH:20]=1. The yield is 0.710. (2) The reactants are [CH3:1][CH:2]([CH3:8])[CH:3]=[CH:4][C:5]([OH:7])=[O:6].C([O-])([O-])=O.[K+].[K+].[CH2:15](Br)[C:16]1[CH:21]=[CH:20][CH:19]=[CH:18][CH:17]=1. The catalyst is CC(C)=O. The product is [CH2:15]([O:6][C:5](=[O:7])[CH:4]=[CH:3][CH:2]([CH3:8])[CH3:1])[C:16]1[CH:21]=[CH:20][CH:19]=[CH:18][CH:17]=1. The yield is 0.980.